From a dataset of Full USPTO retrosynthesis dataset with 1.9M reactions from patents (1976-2016). Predict the reactants needed to synthesize the given product. (1) Given the product [F:12][C:4]1([F:13])[C:3]2[C:7](=[CH:8][CH:9]=[CH:10][C:2]=2[CH:19]([OH:21])[CH3:20])[NH:6][C:5]1=[O:11], predict the reactants needed to synthesize it. The reactants are: Br[C:2]1[CH:10]=[CH:9][CH:8]=[C:7]2[C:3]=1[C:4]([F:13])([F:12])[C:5](=[O:11])[NH:6]2.C([Li])CCC.[CH:19](=[O:21])[CH3:20].[Cl-].[NH4+]. (2) Given the product [C:37]([O:41][C:42](=[O:45])[CH2:43][N:26]1[CH:25]=[C:24]([NH:23][C:21]2[N:22]=[C:15]3[C:14]([N:11]4[CH2:10][CH2:9][C:8]([C:5]5[CH:6]=[CH:7][C:2]([Cl:1])=[CH:3][CH:4]=5)([CH2:29][OH:30])[CH2:13][CH2:12]4)=[CH:19][CH:18]=[CH:17][N:16]3[N:20]=2)[CH:28]=[N:27]1)([CH3:40])([CH3:39])[CH3:38], predict the reactants needed to synthesize it. The reactants are: [Cl:1][C:2]1[CH:7]=[CH:6][C:5]([C:8]2([CH2:29][OH:30])[CH2:13][CH2:12][N:11]([C:14]3[C:15]4[N:16]([N:20]=[C:21]([NH:23][C:24]5[CH:25]=[N:26][NH:27][CH:28]=5)[N:22]=4)[CH:17]=[CH:18][CH:19]=3)[CH2:10][CH2:9]2)=[CH:4][CH:3]=1.C([O-])([O-])=O.[Cs+].[Cs+].[C:37]([O:41][C:42](=[O:45])[CH2:43]Br)([CH3:40])([CH3:39])[CH3:38]. (3) Given the product [NH2:8][CH2:7][CH2:9][C:10]1([NH:15][C:16](=[O:22])[O:17][C:18]([CH3:20])([CH3:19])[CH3:21])[CH2:14][CH2:13][CH2:12][CH2:11]1, predict the reactants needed to synthesize it. The reactants are: [H-].[Al+3].[Li+].[H-].[H-].[H-].[C:7]([CH2:9][C:10]1([NH:15][C:16](=[O:22])[O:17][C:18]([CH3:21])([CH3:20])[CH3:19])[CH2:14][CH2:13][CH2:12][CH2:11]1)#[N:8].S([O-])([O-])(=O)=O.[Na+].[Na+]. (4) Given the product [C:15]1([C:13]#[C:14][C:2]2[CH:3]=[C:4]([CH:7]=[O:8])[O:5][CH:6]=2)[CH:7]=[CH:4][CH:3]=[CH:2][CH:6]=1, predict the reactants needed to synthesize it. The reactants are: Br[C:2]1[CH:3]=[C:4]([CH:7]=[O:8])[O:5][CH:6]=1.C(N[CH:13]([CH3:15])[CH3:14])(C)C. (5) Given the product [C:32]([O:36][C:37]([N:39]1[CH2:44][C@H:43]([CH:45]([OH:51])[C:46]2[S:47][CH:48]=[CH:49][N:50]=2)[N:42]([CH2:28][C:29]([N:15]2[C:9]3[CH:8]=[C:7]([C:2]([F:6])([F:1])[CH2:3][CH2:4][CH3:5])[N:12]=[CH:11][C:10]=3[C:13]([CH3:16])([CH3:17])[CH2:14]2)=[O:30])[CH2:41][C@H:40]1[CH3:52])=[O:38])([CH3:35])([CH3:33])[CH3:34], predict the reactants needed to synthesize it. The reactants are: [F:1][C:2]([C:7]1[N:12]=[CH:11][C:10]2[C:13]([CH3:17])([CH3:16])[CH2:14][NH:15][C:9]=2[CH:8]=1)([F:6])[CH2:3][CH2:4][CH3:5].C(N(CC)C(C)C)(C)C.Cl[CH2:28][C:29](Cl)=[O:30].[C:32]([O:36][C:37]([N:39]1[CH2:44][C@H:43]([CH:45]([OH:51])[C:46]2[S:47][CH:48]=[CH:49][N:50]=2)[NH:42][CH2:41][C@H:40]1[CH3:52])=[O:38])([CH3:35])([CH3:34])[CH3:33].C(=O)(O)[O-].[Na+].